This data is from Merck oncology drug combination screen with 23,052 pairs across 39 cell lines. The task is: Regression. Given two drug SMILES strings and cell line genomic features, predict the synergy score measuring deviation from expected non-interaction effect. Drug 1: O=C(NOCC(O)CO)c1ccc(F)c(F)c1Nc1ccc(I)cc1F. Drug 2: Cn1c(=O)n(-c2ccc(C(C)(C)C#N)cc2)c2c3cc(-c4cnc5ccccc5c4)ccc3ncc21. Synergy scores: synergy=58.8. Cell line: HCT116.